This data is from Peptide-MHC class II binding affinity with 134,281 pairs from IEDB. The task is: Regression. Given a peptide amino acid sequence and an MHC pseudo amino acid sequence, predict their binding affinity value. This is MHC class II binding data. (1) The peptide sequence is PDPTKLILQLLKDFL. The MHC is DRB1_1201 with pseudo-sequence DRB1_1201. The binding affinity (normalized) is 0.604. (2) The peptide sequence is EAMSQVTNSATIMMQR. The MHC is DRB1_0301 with pseudo-sequence DRB1_0301. The binding affinity (normalized) is 0.348. (3) The peptide sequence is EKPMNVQSLGWNIIT. The MHC is HLA-DQA10201-DQB10402 with pseudo-sequence HLA-DQA10201-DQB10402. The binding affinity (normalized) is 0.376.